From a dataset of NCI-60 drug combinations with 297,098 pairs across 59 cell lines. Regression. Given two drug SMILES strings and cell line genomic features, predict the synergy score measuring deviation from expected non-interaction effect. (1) Drug 1: C1=CC(=CC=C1CCCC(=O)O)N(CCCl)CCCl. Drug 2: C1=CN(C=N1)CC(O)(P(=O)(O)O)P(=O)(O)O. Cell line: A498. Synergy scores: CSS=8.60, Synergy_ZIP=-5.32, Synergy_Bliss=-10.7, Synergy_Loewe=-11.3, Synergy_HSA=-10.8. (2) Cell line: SN12C. Drug 2: CCCCCOC(=O)NC1=NC(=O)N(C=C1F)C2C(C(C(O2)C)O)O. Synergy scores: CSS=29.7, Synergy_ZIP=0.148, Synergy_Bliss=-0.477, Synergy_Loewe=-15.2, Synergy_HSA=1.20. Drug 1: CC12CCC3C(C1CCC2=O)CC(=C)C4=CC(=O)C=CC34C. (3) Drug 1: CN(CCCl)CCCl.Cl. Drug 2: CC(C)NC(=O)C1=CC=C(C=C1)CNNC.Cl. Cell line: T-47D. Synergy scores: CSS=25.8, Synergy_ZIP=-6.91, Synergy_Bliss=0.500, Synergy_Loewe=-13.7, Synergy_HSA=-2.46.